From a dataset of Peptide-MHC class II binding affinity with 134,281 pairs from IEDB. Regression. Given a peptide amino acid sequence and an MHC pseudo amino acid sequence, predict their binding affinity value. This is MHC class II binding data. (1) The MHC is HLA-DQA10401-DQB10402 with pseudo-sequence HLA-DQA10401-DQB10402. The peptide sequence is ATTEEQKLIEDINAS. The binding affinity (normalized) is 0.234. (2) The peptide sequence is AEHQAIIRDVLTASD. The MHC is HLA-DQA10101-DQB10501 with pseudo-sequence HLA-DQA10101-DQB10501. The binding affinity (normalized) is 0.418. (3) The peptide sequence is NFSLGAAVKAGAALL. The MHC is DRB3_0101 with pseudo-sequence DRB3_0101. The binding affinity (normalized) is 0.0945.